From a dataset of Forward reaction prediction with 1.9M reactions from USPTO patents (1976-2016). Predict the product of the given reaction. (1) Given the reactants [Si:1]([O:8][C@@H:9]1[CH:14]=[C:13]([C:15]2[CH:20]=[CH:19][N:18]=[CH:17][C:16]=2[N+:21]([O-:23])=[O:22])[CH2:12][C@H:11]([CH3:24])[C@@:10]1([CH2:26][OH:27])[OH:25])([C:4]([CH3:7])([CH3:6])[CH3:5])([CH3:3])[CH3:2].CC(OI1(OC(C)=O)(OC(C)=O)OC(=O)C2C1=CC=CC=2)=O, predict the reaction product. The product is: [Si:1]([O:8][C@@H:9]1[CH:14]=[C:13]([C:15]2[CH:20]=[CH:19][N:18]=[CH:17][C:16]=2[N+:21]([O-:23])=[O:22])[CH2:12][C@H:11]([CH3:24])[C@:10]1([OH:25])[CH:26]=[O:27])([C:4]([CH3:5])([CH3:7])[CH3:6])([CH3:3])[CH3:2]. (2) Given the reactants [Li+].[F:2][C:3]([F:23])([F:22])[C:4]1[CH:9]=[CH:8][C:7]([N:10]2[CH2:15][CH2:14][N:13]([CH2:16][CH2:17][CH2:18][C:19]([O-])=[O:20])[CH2:12][CH2:11]2)=[CH:6][CH:5]=1.C(N(C(C)C)CC)(C)C.F[P-](F)(F)(F)(F)F.CN(C)C(ON1C2C=CC=CC=2N=N1)=[N+](C)C.Cl.[Cl:58][C:59]1[CH:66]=[C:65]([NH:67][CH:68]2[CH2:73][CH2:72][NH:71][CH2:70][CH2:69]2)[CH:64]=[CH:63][C:60]=1[C:61]#[N:62], predict the reaction product. The product is: [Cl:58][C:59]1[CH:66]=[C:65]([NH:67][CH:68]2[CH2:73][CH2:72][N:71]([C:19](=[O:20])[CH2:18][CH2:17][CH2:16][N:13]3[CH2:12][CH2:11][N:10]([C:7]4[CH:8]=[CH:9][C:4]([C:3]([F:22])([F:2])[F:23])=[CH:5][CH:6]=4)[CH2:15][CH2:14]3)[CH2:70][CH2:69]2)[CH:64]=[CH:63][C:60]=1[C:61]#[N:62].